From a dataset of Catalyst prediction with 721,799 reactions and 888 catalyst types from USPTO. Predict which catalyst facilitates the given reaction. (1) Reactant: C(O[C:6](=O)[N:7]([C:9]1[S:10][C:11]([C:14]([NH:16][C@@H:17]2[CH:22]3[CH2:23][CH2:24][N:19]([CH2:20][CH2:21]3)[CH2:18]2)=[O:15])=[CH:12][N:13]=1)C)(C)(C)C.[ClH:26].O1CCOCC1. Product: [ClH:26].[N:19]12[CH2:20][CH2:21][CH:22]([CH2:23][CH2:24]1)[C@@H:17]([NH:16][C:14]([C:11]1[S:10][C:9]([NH:7][CH3:6])=[N:13][CH:12]=1)=[O:15])[CH2:18]2. The catalyst class is: 5. (2) Reactant: [CH3:1][O:2][C:3]([C:5]1[S:6][C:7]([CH2:12]Cl)=[C:8]([CH2:10]Cl)[CH:9]=1)=[O:4].[S-2:14].[Na+].[Na+]. Product: [CH3:1][O:2][C:3]([C:5]1[S:6][C:7]2[CH2:12][S:14][CH2:10][C:8]=2[CH:9]=1)=[O:4]. The catalyst class is: 5. (3) Reactant: Br[CH2:2][C:3]1[N:8]=[C:7]([N:9]2[CH2:14][CH2:13][O:12][CH2:11][CH2:10]2)[CH:6]=[C:5]([Cl:15])[N:4]=1.C([O-])([O-])=O.[Cs+].[Cs+].[CH3:22][N:23]([CH3:27])[CH2:24][CH2:25][NH2:26].C(Cl)Cl. Product: [Cl:15][C:5]1[CH:6]=[C:7]([N:9]2[CH2:14][CH2:13][O:12][CH2:11][CH2:10]2)[N:8]=[C:3]([CH2:2][NH:26][CH2:25][CH2:24][N:23]([CH3:27])[CH3:22])[N:4]=1. The catalyst class is: 18. (4) Reactant: [NH2:1][C:2]1[S:3][C:4]([C:8]([NH:10][CH2:11][CH3:12])=[O:9])=[C:5]([CH3:7])[N:6]=1.[H-].[Na+].[CH2:15]([C:22]1[CH:30]=[CH:29][C:25]([C:26](Cl)=[O:27])=[CH:24][CH:23]=1)[C:16]1[CH:21]=[CH:20][CH:19]=[CH:18][CH:17]=1. Product: [CH2:15]([C:22]1[CH:23]=[CH:24][C:25]([C:26]([NH:1][C:2]2[S:3][C:4]([C:8]([NH:10][CH2:11][CH3:12])=[O:9])=[C:5]([CH3:7])[N:6]=2)=[O:27])=[CH:29][CH:30]=1)[C:16]1[CH:17]=[CH:18][CH:19]=[CH:20][CH:21]=1. The catalyst class is: 4. (5) Reactant: [NH:1]1[C:5]([C:6]([O:8][CH3:9])=[O:7])=[CH:4][C:3]([C:10]([O:12][CH3:13])=[O:11])=[N:2]1.FC(F)(F)C(OC(=O)C(F)(F)F)=O.[N+:27]([O-])([O-:29])=[O:28].[NH4+]. Product: [N+:27]([C:4]1[C:5]([C:6]([O:8][CH3:9])=[O:7])=[N:1][NH:2][C:3]=1[C:10]([O:12][CH3:13])=[O:11])([O-:29])=[O:28]. The catalyst class is: 55. (6) Reactant: [Cl:1][C:2]1[CH:7]=[CH:6][C:5]([N:8]2[C:16]([CH:17]([CH:20]3[CH2:25][CH2:24][CH2:23][CH2:22][CH2:21]3)[CH2:18][OH:19])=[C:15]3[C:10]([CH2:11][CH2:12][CH2:13][CH2:14]3)=[N:9]2)=[CH:4][CH:3]=1.CCN(CC)CC.[S:33](Cl)([CH3:36])(=[O:35])=[O:34]. Product: [Cl:1][C:2]1[CH:7]=[CH:6][C:5]([N:8]2[C:16]([CH:17]([CH:20]3[CH2:25][CH2:24][CH2:23][CH2:22][CH2:21]3)[CH2:18][O:19][S:33]([CH3:36])(=[O:35])=[O:34])=[C:15]3[C:10]([CH2:11][CH2:12][CH2:13][CH2:14]3)=[N:9]2)=[CH:4][CH:3]=1. The catalyst class is: 2.